Dataset: NCI-60 drug combinations with 297,098 pairs across 59 cell lines. Task: Regression. Given two drug SMILES strings and cell line genomic features, predict the synergy score measuring deviation from expected non-interaction effect. (1) Drug 1: CC1C(C(CC(O1)OC2CC(CC3=C2C(=C4C(=C3O)C(=O)C5=C(C4=O)C(=CC=C5)OC)O)(C(=O)C)O)N)O.Cl. Drug 2: C1=C(C(=O)NC(=O)N1)F. Cell line: SK-MEL-28. Synergy scores: CSS=43.3, Synergy_ZIP=7.45, Synergy_Bliss=7.95, Synergy_Loewe=11.1, Synergy_HSA=11.6. (2) Drug 1: C1=CC(=CC=C1CCC2=CNC3=C2C(=O)NC(=N3)N)C(=O)NC(CCC(=O)O)C(=O)O. Drug 2: C1=NC2=C(N1)C(=S)N=CN2. Cell line: HCT116. Synergy scores: CSS=60.9, Synergy_ZIP=-2.42, Synergy_Bliss=-4.30, Synergy_Loewe=-2.99, Synergy_HSA=0.758. (3) Drug 1: CC(C1=C(C=CC(=C1Cl)F)Cl)OC2=C(N=CC(=C2)C3=CN(N=C3)C4CCNCC4)N. Drug 2: CC1OCC2C(O1)C(C(C(O2)OC3C4COC(=O)C4C(C5=CC6=C(C=C35)OCO6)C7=CC(=C(C(=C7)OC)O)OC)O)O. Cell line: TK-10. Synergy scores: CSS=24.7, Synergy_ZIP=-0.683, Synergy_Bliss=0.692, Synergy_Loewe=-2.14, Synergy_HSA=1.07. (4) Drug 1: C1CC(=O)NC(=O)C1N2CC3=C(C2=O)C=CC=C3N. Drug 2: CN(C(=O)NC(C=O)C(C(C(CO)O)O)O)N=O. Cell line: HS 578T. Synergy scores: CSS=1.00, Synergy_ZIP=0.871, Synergy_Bliss=-0.404, Synergy_Loewe=-1.09, Synergy_HSA=-1.54. (5) Drug 1: CC1C(C(CC(O1)OC2CC(CC3=C2C(=C4C(=C3O)C(=O)C5=C(C4=O)C(=CC=C5)OC)O)(C(=O)C)O)N)O.Cl. Drug 2: CC(C)(C#N)C1=CC(=CC(=C1)CN2C=NC=N2)C(C)(C)C#N. Cell line: K-562. Synergy scores: CSS=14.4, Synergy_ZIP=1.15, Synergy_Bliss=1.66, Synergy_Loewe=-15.4, Synergy_HSA=0.742. (6) Drug 1: C1=NC2=C(N=C(N=C2N1C3C(C(C(O3)CO)O)F)Cl)N. Drug 2: C1=NC(=NC(=O)N1C2C(C(C(O2)CO)O)O)N. Cell line: CAKI-1. Synergy scores: CSS=39.9, Synergy_ZIP=4.88, Synergy_Bliss=9.96, Synergy_Loewe=5.97, Synergy_HSA=8.31. (7) Drug 1: C1=NC2=C(N=C(N=C2N1C3C(C(C(O3)CO)O)O)F)N. Drug 2: C1=CN(C=N1)CC(O)(P(=O)(O)O)P(=O)(O)O. Cell line: NCI/ADR-RES. Synergy scores: CSS=41.1, Synergy_ZIP=-0.539, Synergy_Bliss=-2.24, Synergy_Loewe=-1.36, Synergy_HSA=-1.74.